Dataset: Forward reaction prediction with 1.9M reactions from USPTO patents (1976-2016). Task: Predict the product of the given reaction. (1) Given the reactants C[P:2]([O:6][CH3:7])(=[O:5])[O:3][CH3:4].[Li]CC[CH2:11][CH3:12].COC(=O)CC1C=CC=C[C:18]1([F:24])[F:23].[C:26]([OH:29])(=O)[CH3:27].[CH2:30]1[CH2:34]O[CH2:32][CH2:31]1, predict the reaction product. The product is: [F:23][C:18]([F:24])([C:30]1[CH:31]=[CH:32][CH:12]=[CH:11][CH:34]=1)[C:26](=[O:29])[CH2:27][P:2](=[O:5])([O:6][CH3:7])[O:3][CH3:4]. (2) Given the reactants [C:1](Cl)(=[O:3])[CH3:2].[NH2:5][CH2:6][CH2:7][N:8]1[CH:16]=[C:15]2[C:10]([N:11]=[C:12]([C:30]3[CH:35]=[CH:34][C:33]([F:36])=[CH:32][CH:31]=3)[C:13]([C:24]3[CH:29]=[CH:28][N:27]=[CH:26][CH:25]=3)=[C:14]2[C:17]2[CH:22]=[CH:21][C:20]([F:23])=[CH:19][CH:18]=2)=[N:9]1, predict the reaction product. The product is: [F:23][C:20]1[CH:21]=[CH:22][C:17]([C:14]2[C:15]3[C:10](=[N:9][N:8]([CH2:7][CH2:6][NH:5][C:1](=[O:3])[CH3:2])[CH:16]=3)[N:11]=[C:12]([C:30]3[CH:35]=[CH:34][C:33]([F:36])=[CH:32][CH:31]=3)[C:13]=2[C:24]2[CH:29]=[CH:28][N:27]=[CH:26][CH:25]=2)=[CH:18][CH:19]=1.